Binary Classification. Given a drug SMILES string, predict its activity (active/inactive) in a high-throughput screening assay against a specified biological target. From a dataset of HIV replication inhibition screening data with 41,000+ compounds from the AIDS Antiviral Screen. (1) The drug is COC(=O)c1cc2cnc1CSCc1cnc(c(C(=O)OC)c1)CSC2. The result is 0 (inactive). (2) The compound is Cl.N=c1[nH]cc(C2C(CNC(=O)c3cc(Br)c[nH]3)C(CNC(=O)c3cc(Br)c[nH]3)C2c2c[nH]c(=N)[nH]2)[nH]1. The result is 1 (active).